Dataset: Reaction yield outcomes from USPTO patents with 853,638 reactions. Task: Predict the reaction yield, written as a fraction of the theoretical maximum amount of product (1.0 means a 100% yield; for example, 0.34 means a 34% yield). (1) The reactants are [ClH:1].[NH2:2][C:3]1[N:8]=[C:7](O)[C:6]([NH2:10])=[C:5](O)[N:4]=1.P(Cl)(Cl)([Cl:14])=O. The catalyst is [Cl-].C([N+](CC)(CC)CC)C. The product is [Cl:1][C:5]1[C:6]([NH2:10])=[C:7]([Cl:14])[N:8]=[C:3]([NH2:2])[N:4]=1. The yield is 0.640. (2) The reactants are [CH3:1][C:2]1[CH:7]=[C:6]([C:8](=[O:11])[NH:9][CH3:10])[CH:5]=[CH:4][C:3]=1[N:12]1[CH2:17][CH2:16][N:15](C(OC(C)(C)C)=O)[CH2:14][CH2:13]1.[ClH:25]. The catalyst is O1CCOCC1.CCOCC. The product is [ClH:25].[ClH:25].[CH3:10][NH:9][C:8](=[O:11])[C:6]1[CH:5]=[CH:4][C:3]([N:12]2[CH2:17][CH2:16][NH:15][CH2:14][CH2:13]2)=[C:2]([CH3:1])[CH:7]=1. The yield is 0.970. (3) The reactants are C(Cl)(=O)C(Cl)=O.[F:7][C:8]([F:15])([F:14])[C:9](=[CH2:13])[C:10]([OH:12])=[O:11].[C:16](O)([CH3:19])([CH3:18])[CH3:17].N1C=CC=CC=1.Cl. The catalyst is C(Cl)Cl. The product is [F:7][C:8]([F:15])([F:14])[C:9](=[CH2:13])[C:10]([O:12][C:16]([CH3:19])([CH3:18])[CH3:17])=[O:11]. The yield is 0.700.